This data is from CYP2C19 inhibition data for predicting drug metabolism from PubChem BioAssay. The task is: Regression/Classification. Given a drug SMILES string, predict its absorption, distribution, metabolism, or excretion properties. Task type varies by dataset: regression for continuous measurements (e.g., permeability, clearance, half-life) or binary classification for categorical outcomes (e.g., BBB penetration, CYP inhibition). Dataset: cyp2c19_veith. (1) The drug is Cc1cc(Cc2c(C)c(C)c(Cc3cc(C)cc(C(C)(C)C)c3O)c(C)c2C)c(O)c(C(C)(C)C)c1. The result is 0 (non-inhibitor). (2) The drug is COC(=O)c1cc(NC(=O)/C=C/c2ccc3c(c2)OCO3)cc(C(=O)OC)c1. The result is 1 (inhibitor).